From a dataset of Catalyst prediction with 721,799 reactions and 888 catalyst types from USPTO. Predict which catalyst facilitates the given reaction. Reactant: [OH:1][C:2]1[N:10]=[CH:9][CH:8]=[CH:7][C:3]=1[C:4]([OH:6])=[O:5].O.[OH-].[K+].[Br:14][C:15]1[CH:16]=[C:17]([CH:20]=[C:21]([Br:23])[CH:22]=1)[CH2:18]Br. Product: [Br:14][C:15]1[CH:16]=[C:17]([CH:20]=[C:21]([Br:23])[CH:22]=1)[CH2:18][N:10]1[CH:9]=[CH:8][CH:7]=[C:3]([C:4]([OH:6])=[O:5])[C:2]1=[O:1]. The catalyst class is: 5.